Binary Classification. Given a miRNA mature sequence and a target amino acid sequence, predict their likelihood of interaction. From a dataset of Experimentally validated miRNA-target interactions with 360,000+ pairs, plus equal number of negative samples. (1) The miRNA is mmu-miR-10a-5p with sequence UACCCUGUAGAUCCGAAUUUGUG. The protein sequence of the target gene is MKLKKQVTVCGAAIFCVAVFSLYLMLDRVQHDPARHQNGGNFPRSQISVLQNRIEQLEQLLEENHDIISRIKDSVLELTANAEGPPALLPYHTANGSWAVLPEPRPSFFSVSPQDCQFALGGRGQKPELQMLTVSEDLPFDNVEGGVWRQGFDISYSPNDWDTEDLQVFVVPHSHNDPGWIKTFDKYYTEQTQHILNSMVSKLQEDPRRRFLWAEVSFFAKWWDNISAQKRAAVRRLVGNGQLEIATGGWVMPDEANSHYFALVDQLIEGHQWLERNLGATPRSGWAVDPFGHSSTMPYL.... Result: 1 (interaction). (2) The miRNA is hsa-miR-5193 with sequence UCCUCCUCUACCUCAUCCCAGU. The protein sequence of the target gene is MVHCSCVLFRKYGNFIDKLRLFTRGGSGGMGYPRLGGEGGKGGDVWVVAQNRMTLKQLKDRYPRKRFVAGVGANSKISALKGSKGKDCEIPVPVGISVTDENGKIIGELNKENDRILVAQGGLGGKLLTNFLPLKGQKRIIHLDLKLIADVGLVGFPNAGKSSLLSCVSHAKPAIADYAFTTLKPELGKIMYSDFKQISVADLPGLIEGAHMNKGMGHKFLKHIERTRQLLFVVDISGFQLSSHTQYRTAFETIILLTKELELYKEELQTKPALLAVNKMDLPDAQDKFHELMSQLQNPK.... Result: 1 (interaction). (3) The miRNA is hsa-miR-155-5p with sequence UUAAUGCUAAUCGUGAUAGGGGUU. The protein sequence of the target gene is MAGGHCGSFPAAAAGSGEIVQLNVGGTRFSTSRQTLMWIPDSFFSSLLSGRISTLRDETGAIFIDRDPAAFAPILNFLRTKELDLRGVSINVLRHEAEFYGITPLVRRLLLCEELERSSCGSVLFHGYLPPPGIPSRKINNTVRSADSRNGLNSTEGEARGNGTQPVLSGTGEETVRLGFPVDPRKVLIVAGHHNWIVAAYAHFAVCYRIKESSGWQQVFTSPYLDWTIERVALNAKVVGGPHGDKDKMVAVASESSIILWSVQDGGSGSEIGVFSLGVPVDALFFIGNQLVATSHTGKV.... Result: 1 (interaction). (4) The miRNA is rno-miR-106b-5p with sequence UAAAGUGCUGACAGUGCAGAU. The protein sequence of the target gene is MGWKMASPTDGTDLEASLLSFEKLDRASPDLWPEQLPGVAEFAASFKSPITSSPPKWMAEIERDDIDMLKELGSLTTANLMEKVRGLQNLAYQLGLDESREMTRGKFLNILEKPKK. Result: 0 (no interaction).